Task: Predict the reactants needed to synthesize the given product.. Dataset: Full USPTO retrosynthesis dataset with 1.9M reactions from patents (1976-2016) (1) The reactants are: [OH:1][C:2]1([C:5]([OH:7])=[O:6])[CH2:4][CH2:3]1.O.[C:9](OC(=O)C)(=[O:11])[CH3:10]. Given the product [C:9]([O:1][C:2]1([C:5]([OH:7])=[O:6])[CH2:4][CH2:3]1)(=[O:11])[CH3:10], predict the reactants needed to synthesize it. (2) The reactants are: [CH2:1]([CH:15]([CH2:17][CH2:18][CH2:19][CH2:20][CH2:21][CH2:22][CH2:23][CH2:24][CH2:25][CH2:26][CH2:27][CH2:28][CH2:29][CH3:30])[OH:16])[CH2:2][CH2:3][CH2:4][CH2:5][CH2:6][CH2:7][CH2:8][CH2:9][CH2:10][CH2:11][CH2:12][CH2:13][CH3:14].Cl[C:32]([O:34][C:35]1[CH:40]=[CH:39][C:38]([N+:41]([O-:43])=[O:42])=[CH:37][CH:36]=1)=[O:33]. Given the product [C:32](=[O:33])([O:34][C:35]1[CH:36]=[CH:37][C:38]([N+:41]([O-:43])=[O:42])=[CH:39][CH:40]=1)[O:16][CH:15]([CH2:1][CH2:2][CH2:3][CH2:4][CH2:5][CH2:6][CH2:7][CH2:8][CH2:9][CH2:10][CH2:11][CH2:12][CH2:13][CH3:14])[CH2:17][CH2:18][CH2:19][CH2:20][CH2:21][CH2:22][CH2:23][CH2:24][CH2:25][CH2:26][CH2:27][CH2:28][CH2:29][CH3:30], predict the reactants needed to synthesize it.